Dataset: Full USPTO retrosynthesis dataset with 1.9M reactions from patents (1976-2016). Task: Predict the reactants needed to synthesize the given product. Given the product [F:75][C:72]([F:73])([F:74])[O:71][C:68]1[CH:67]=[CH:66][C:65]([NH:64][CH:61]2[CH2:62][CH2:63][N:58]([C:19](=[O:20])[CH2:18][CH2:17][CH2:16][N:13]3[CH2:14][CH2:15][N:10]([C:7]4[CH:8]=[CH:9][C:4]([C:3]([F:23])([F:2])[F:22])=[CH:5][CH:6]=4)[CH2:11][CH2:12]3)[CH2:59][CH2:60]2)=[CH:70][CH:69]=1, predict the reactants needed to synthesize it. The reactants are: [Li+].[F:2][C:3]([F:23])([F:22])[C:4]1[CH:9]=[CH:8][C:7]([N:10]2[CH2:15][CH2:14][N:13]([CH2:16][CH2:17][CH2:18][C:19]([O-])=[O:20])[CH2:12][CH2:11]2)=[CH:6][CH:5]=1.C(N(C(C)C)CC)(C)C.F[P-](F)(F)(F)(F)F.CN(C)C(ON1C2C=CC=CC=2N=N1)=[N+](C)C.Cl.[NH:58]1[CH2:63][CH2:62][CH:61]([NH:64][C:65]2[CH:70]=[CH:69][C:68]([O:71][C:72]([F:75])([F:74])[F:73])=[CH:67][CH:66]=2)[CH2:60][CH2:59]1.